From a dataset of Reaction yield outcomes from USPTO patents with 853,638 reactions. Predict the reaction yield, written as a fraction of the theoretical maximum amount of product (1.0 means a 100% yield; for example, 0.34 means a 34% yield). (1) The reactants are O[CH:2]=[C:3]1[C:11]2[C:6](=[CH:7][C:8]([C:12]([C:14]3[CH:19]=[CH:18][C:17]([NH:20][C:21]([C:23]4[S:24][CH:25]=[CH:26][CH:27]=4)=[O:22])=[CH:16][CH:15]=3)=[O:13])=[CH:9][CH:10]=2)[NH:5][C:4]1=[O:28].[NH2:29][C:30]1[CH:31]=[CH:32][C:33]([O:37][CH3:38])=[C:34]([OH:36])[CH:35]=1. The catalyst is C1COCC1. The product is [OH:36][C:34]1[CH:35]=[C:30]([NH:29][CH:2]=[C:3]2[C:11]3[C:6](=[CH:7][C:8]([C:12]([C:14]4[CH:19]=[CH:18][C:17]([NH:20][C:21]([C:23]5[S:24][CH:25]=[CH:26][CH:27]=5)=[O:22])=[CH:16][CH:15]=4)=[O:13])=[CH:9][CH:10]=3)[NH:5][C:4]2=[O:28])[CH:31]=[CH:32][C:33]=1[O:37][CH3:38]. The yield is 0.570. (2) The reactants are [NH:1]1[C:9]2[C:4](=[CH:5][CH:6]=[CH:7][CH:8]=2)[CH2:3][CH2:2]1.[F:10][C:11]([F:22])([F:21])[C:12](O[C:12](=[O:13])[C:11]([F:22])([F:21])[F:10])=[O:13]. The catalyst is ClCCl. The product is [F:10][C:11]([F:22])([F:21])[C:12]([N:1]1[C:9]2[C:4](=[CH:5][CH:6]=[CH:7][CH:8]=2)[CH2:3][CH2:2]1)=[O:13]. The yield is 1.00. (3) The catalyst is O. The product is [CH3:29][C:27]([CH3:28])([CH3:30])[C:26]#[C:25][C:7]1[S:6][C:5]([C:3]([OH:4])=[O:2])=[C:9]([N:10]([C@H:20]2[CH2:21][C@@H:22]([OH:24])[CH2:23]2)[C:11]([CH:13]2[CH2:18][CH2:17][CH:16]([CH3:19])[CH2:15][CH2:14]2)=[O:12])[CH:8]=1. The reactants are C[O:2][C:3]([C:5]1[S:6][C:7]([C:25]#[C:26][C:27]([CH3:30])([CH3:29])[CH3:28])=[CH:8][C:9]=1[N:10]([C@H:20]1[CH2:23][C@@H:22]([OH:24])[CH2:21]1)[C:11]([C@H:13]1[CH2:18][CH2:17][C@H:16]([CH3:19])[CH2:15][CH2:14]1)=[O:12])=[O:4].C1COCC1.CO.[OH-].[Li+]. The yield is 0.740.